Dataset: Forward reaction prediction with 1.9M reactions from USPTO patents (1976-2016). Task: Predict the product of the given reaction. (1) Given the reactants [H-].[Na+].[CH3:3][O:4][C:5](=[O:19])[CH:6]([NH:11][C:12]([O:14][C:15]([CH3:18])([CH3:17])[CH3:16])=[O:13])[C:7]([O:9][CH3:10])=[O:8].[CH2:20]([O:27][C:28]1[CH:29]=[C:30]([CH:33]=[CH:34][C:35]=1[N+:36]([O-:38])=[O:37])[CH2:31]I)[C:21]1[CH:26]=[CH:25][CH:24]=[CH:23][CH:22]=1, predict the reaction product. The product is: [CH3:3][O:4][C:5](=[O:19])[C:6]([CH2:31][C:30]1[CH:33]=[CH:34][C:35]([N+:36]([O-:38])=[O:37])=[C:28]([O:27][CH2:20][C:21]2[CH:26]=[CH:25][CH:24]=[CH:23][CH:22]=2)[CH:29]=1)([NH:11][C:12]([O:14][C:15]([CH3:16])([CH3:18])[CH3:17])=[O:13])[C:7]([O:9][CH3:10])=[O:8]. (2) Given the reactants C(OC(=O)[NH:7][C@H:8]1[CH2:13][CH2:12][C@H:11]([CH:14]=[CH:15][CH2:16][CH2:17][C:18]2[CH:23]=[CH:22][CH:21]=[CH:20][CH:19]=2)[CH2:10][CH2:9]1)(C)(C)C.FC(F)(F)C(O)=O, predict the reaction product. The product is: [C:18]1([CH2:17][CH2:16][CH:15]=[CH:14][C@H:11]2[CH2:10][CH2:9][C@H:8]([NH2:7])[CH2:13][CH2:12]2)[CH:23]=[CH:22][CH:21]=[CH:20][CH:19]=1.